This data is from Full USPTO retrosynthesis dataset with 1.9M reactions from patents (1976-2016). The task is: Predict the reactants needed to synthesize the given product. Given the product [ClH:26].[CH3:1][C:2]1[C:11]2[C:6](=[CH:7][CH:8]=[CH:9][C:10]=2[O:12][CH:13]2[CH2:18][CH2:17][NH:16][CH2:15][CH2:14]2)[CH:5]=[N:4][CH:3]=1, predict the reactants needed to synthesize it. The reactants are: [CH3:1][C:2]1[C:11]2[C:6](=[CH:7][CH:8]=[CH:9][C:10]=2[O:12][CH:13]2[CH2:18][CH2:17][N:16](C(OC(C)(C)C)=O)[CH2:15][CH2:14]2)[CH:5]=[N:4][CH:3]=1.[ClH:26].CO.